This data is from NCI-60 drug combinations with 297,098 pairs across 59 cell lines. The task is: Regression. Given two drug SMILES strings and cell line genomic features, predict the synergy score measuring deviation from expected non-interaction effect. (1) Drug 1: CC12CCC3C(C1CCC2=O)CC(=C)C4=CC(=O)C=CC34C. Drug 2: B(C(CC(C)C)NC(=O)C(CC1=CC=CC=C1)NC(=O)C2=NC=CN=C2)(O)O. Cell line: SF-295. Synergy scores: CSS=38.3, Synergy_ZIP=-6.43, Synergy_Bliss=-8.80, Synergy_Loewe=-7.32, Synergy_HSA=-7.31. (2) Drug 1: CC1=C2C(C(=O)C3(C(CC4C(C3C(C(C2(C)C)(CC1OC(=O)C(C(C5=CC=CC=C5)NC(=O)C6=CC=CC=C6)O)O)OC(=O)C7=CC=CC=C7)(CO4)OC(=O)C)O)C)OC(=O)C. Drug 2: CC1=C(C(=O)C2=C(C1=O)N3CC4C(C3(C2COC(=O)N)OC)N4)N. Cell line: NCI/ADR-RES. Synergy scores: CSS=13.3, Synergy_ZIP=-4.67, Synergy_Bliss=-3.64, Synergy_Loewe=-11.5, Synergy_HSA=-3.68.